From a dataset of Forward reaction prediction with 1.9M reactions from USPTO patents (1976-2016). Predict the product of the given reaction. Given the reactants [Cl:1][C:2]1[N:3]=[CH:4][C:5]2[CH2:6][CH2:7][CH2:8][C:9](=O)[C:10]=2[CH:11]=1.[C:13](=[O:16])([O-])[O-].[NH4+:17].[NH4+:18].[C-]#N.[K+].S(=O)(O)[O-].[Na+].[CH2:27]([OH:29])C, predict the reaction product. The product is: [Cl:1][C:2]1[N:3]=[CH:4][C:5]2[CH2:6][CH2:7][CH2:8][C:9]3([C:27](=[O:29])[NH:18][C:13](=[O:16])[NH:17]3)[C:10]=2[CH:11]=1.